Dataset: Reaction yield outcomes from USPTO patents with 853,638 reactions. Task: Predict the reaction yield, written as a fraction of the theoretical maximum amount of product (1.0 means a 100% yield; for example, 0.34 means a 34% yield). (1) The reactants are O.Cl.[NH:3]1[CH2:8][CH2:7][C:6](=[O:9])[CH2:5][CH2:4]1.C(N(CC)CC)C.[F:17][C:18]([F:29])([F:28])[C:19](O[C:19](=[O:20])[C:18]([F:29])([F:28])[F:17])=[O:20].O. The catalyst is ClCCl. The product is [F:17][C:18]([F:29])([F:28])[C:19]([N:3]1[CH2:8][CH2:7][C:6](=[O:9])[CH2:5][CH2:4]1)=[O:20]. The yield is 1.00. (2) The reactants are Cl[S:2]([CH2:5][CH2:6][CH2:7][NH:8][C:9](=[O:11])[CH3:10])(=[O:4])=[O:3].[OH:12][CH2:13][C:14]([CH3:22])([CH3:21])[C:15]([O:17][CH:18]([CH3:20])[CH3:19])=[O:16].C(N(CC)CC)C. The catalyst is ClCCl.CN(C1C=CN=CC=1)C. The product is [C:9]([NH:8][CH2:7][CH2:6][CH2:5][S:2]([O:12][CH2:13][C:14]([CH3:21])([CH3:22])[C:15]([O:17][CH:18]([CH3:19])[CH3:20])=[O:16])(=[O:4])=[O:3])(=[O:11])[CH3:10]. The yield is 0.240.